The task is: Predict the reactants needed to synthesize the given product.. This data is from Full USPTO retrosynthesis dataset with 1.9M reactions from patents (1976-2016). (1) Given the product [CH2:1]([O:8][C:9]1[CH:14]=[C:13]([CH2:15][C:16]2[CH:21]=[CH:20][CH:19]=[CH:18][C:17]=2[CH2:22][O:23][CH3:24])[CH:12]=[CH:11][C:10]=1[N:25]1[S:29](=[O:31])(=[O:30])[NH:28][C:27](=[O:38])[CH2:26]1)[C:2]1[CH:3]=[CH:4][CH:5]=[CH:6][CH:7]=1, predict the reactants needed to synthesize it. The reactants are: [CH2:1]([O:8][C:9]1[CH:14]=[C:13]([CH2:15][C:16]2[CH:21]=[CH:20][CH:19]=[CH:18][C:17]=2[CH2:22][O:23][CH3:24])[CH:12]=[CH:11][C:10]=1[N:25]1[S:29](=[O:31])(=[O:30])[N:28](CC[Si](C)(C)C)[C:27](=[O:38])[CH2:26]1)[C:2]1[CH:7]=[CH:6][CH:5]=[CH:4][CH:3]=1.[F-].[Cs+].Cl. (2) Given the product [CH3:1][C:2]1[C:6]([C:7]2[C:16]3[C:11](=[CH:12][CH:13]=[CH:14][CH:15]=3)[CH:10]=[CH:9][CH:8]=2)=[C:5]([S:17][CH2:19][C:20]([O:22][CH2:23][CH3:24])=[O:21])[O:4][N:3]=1, predict the reactants needed to synthesize it. The reactants are: [CH3:1][C:2]1[C:6]([C:7]2[C:16]3[C:11](=[CH:12][CH:13]=[CH:14][CH:15]=3)[CH:10]=[CH:9][CH:8]=2)=[C:5]([SH:17])[O:4][N:3]=1.Br[CH2:19][C:20]([O:22][CH2:23][CH3:24])=[O:21].C(=O)([O-])[O-].[K+].[K+].O. (3) Given the product [F:19][C:16]([F:17])([F:18])[CH2:15][CH2:14][O:13][CH2:12][C:8]1[N:7]=[C:6]([NH2:5])[CH:11]=[CH:10][CH:9]=1, predict the reactants needed to synthesize it. The reactants are: CC(C)(C)C([NH:5][C:6]1[CH:11]=[CH:10][CH:9]=[C:8]([CH2:12][O:13][CH2:14][CH2:15][C:16]([F:19])([F:18])[F:17])[N:7]=1)=O.[OH-].[Na+]. (4) Given the product [CH3:20][N:18]1[CH:19]=[C:15]([N:14]2[C:5]3[C:4]4[CH:3]=[C:2]([C:27]5[CH:28]=[N:29][CH:30]=[C:25]([CH3:24])[CH:26]=5)[CH:11]=[CH:10][C:9]=4[N:8]=[CH:7][C:6]=3[N:12]([CH3:23])[C:13]2=[O:22])[C:16]([CH3:21])=[N:17]1, predict the reactants needed to synthesize it. The reactants are: Br[C:2]1[CH:11]=[CH:10][C:9]2[N:8]=[CH:7][C:6]3[N:12]([CH3:23])[C:13](=[O:22])[N:14]([C:15]4[C:16]([CH3:21])=[N:17][N:18]([CH3:20])[CH:19]=4)[C:5]=3[C:4]=2[CH:3]=1.[CH3:24][C:25]1[CH:26]=[C:27](B(O)O)[CH:28]=[N:29][CH:30]=1. (5) The reactants are: C(O)(C)C.[CH2:5]([C:8]1[C:9]([Cl:18])=[N:10][C:11]2[N:12]([N:15]=[CH:16][CH:17]=2)[C:13]=1Cl)[CH:6]=[CH2:7].[CH3:19][CH2:20][O:21][C:22]1[CH:27]=[CH:26][C:25]([NH2:28])=[CH:24][CH:23]=1. Given the product [CH2:5]([C:8]1[C:9]([Cl:18])=[N:10][C:11]2[N:12]([N:15]=[CH:16][CH:17]=2)[C:13]=1[NH:28][C:25]1[CH:26]=[CH:27][C:22]([O:21][CH2:20][CH3:19])=[CH:23][CH:24]=1)[CH:6]=[CH2:7], predict the reactants needed to synthesize it.